Dataset: Full USPTO retrosynthesis dataset with 1.9M reactions from patents (1976-2016). Task: Predict the reactants needed to synthesize the given product. (1) Given the product [Br:1][C:2]1[C:3](=[O:33])[N:4]([C:19]2[CH:28]=[C:27]([C:29]([NH:31][CH3:32])=[O:30])[CH:26]=[CH:25][C:20]=2[C:21]([OH:23])=[O:22])[C:5]([CH3:18])=[CH:6][C:7]=1[O:8][CH2:9][C:10]1[CH:15]=[CH:14][C:13]([F:16])=[CH:12][C:11]=1[F:17], predict the reactants needed to synthesize it. The reactants are: [Br:1][C:2]1[C:3](=[O:33])[N:4]([C:19]2[CH:28]=[C:27]([C:29]([NH:31][CH3:32])=[O:30])[CH:26]=[CH:25][C:20]=2[C:21]([O:23]C)=[O:22])[C:5]([CH3:18])=[CH:6][C:7]=1[O:8][CH2:9][C:10]1[CH:15]=[CH:14][C:13]([F:16])=[CH:12][C:11]=1[F:17].[OH-].[Na+].Cl.C(#N)C.O. (2) Given the product [N:1]1([CH2:6][C:7]2[CH:8]=[C:9]([NH:13][C:14]3[N:23]=[CH:22][C:21]4[C:16](=[CH:17][C:18]([O:25][C@H:26]5[CH2:30][CH2:29][NH:28][CH2:27]5)=[C:19]([CH3:38])[CH:20]=4)[N:15]=3)[CH:10]=[CH:11][CH:12]=2)[CH:5]=[N:4][CH:3]=[N:2]1, predict the reactants needed to synthesize it. The reactants are: [N:1]1([CH2:6][C:7]2[CH:8]=[C:9]([NH:13][C:14]3[N:23]=[CH:22][C:21]4[C:16](=[CH:17][C:18]([O:25][C@H:26]5[CH2:30][CH2:29][N:28](C(OC(C)(C)C)=O)[CH2:27]5)=[C:19](Br)[CH:20]=4)[N:15]=3)[CH:10]=[CH:11][CH:12]=2)[CH:5]=[N:4][CH:3]=[N:2]1.[CH3:38]B1OB(C)OB(C)O1.C(=O)([O-])[O-].[K+].[K+]. (3) Given the product [CH3:1][O:2][C:3](=[O:16])[C:4]1[CH:9]=[CH:8][C:7]([CH:10]=[O:11])=[CH:6][C:5]=1[NH:12][C:13](=[O:15])[CH3:14], predict the reactants needed to synthesize it. The reactants are: [CH3:1][O:2][C:3](=[O:16])[C:4]1[CH:9]=[CH:8][C:7]([CH2:10][OH:11])=[CH:6][C:5]=1[NH:12][C:13](=[O:15])[CH3:14]. (4) The reactants are: [NH2:1][CH2:2][C:3]1[CH:4]=[C:5]([CH2:9][N:10]2[C:18]3[C:13](=[C:14]([O:20][CH3:21])[CH:15]=[C:16](F)[CH:17]=3)[C:12]([NH:22][S:23]([C:26]3[S:27][C:28]([Cl:31])=[CH:29][CH:30]=3)(=[O:25])=[O:24])=[N:11]2)[CH:6]=[CH:7][CH:8]=1.CC(OC([N:39]1[CH2:44][CH2:43][O:42][CH2:41][C@@H:40]1[C:45]([OH:47])=O)=O)(C)C.CN(C(ON1N=NC2C=CC=NC1=2)=[N+](C)C)C.[F:65][P-](F)(F)(F)(F)F.CCN(C(C)C)C(C)C.[F:81][C:82]([F:87])([F:86])[C:83]([OH:85])=[O:84]. Given the product [Cl:31][C:28]1[S:27][C:26]([S:23]([NH:22][C:12]2[C:13]3[C:18](=[CH:17][CH:16]=[C:15]([F:65])[C:14]=3[O:20][CH3:21])[N:10]([CH2:9][C:5]3[CH:4]=[C:3]([CH2:2][NH:1][C:45]([C@H:40]4[CH2:41][O:42][CH2:43][CH2:44][NH:39]4)=[O:47])[CH:8]=[CH:7][CH:6]=3)[N:11]=2)(=[O:25])=[O:24])=[CH:30][CH:29]=1.[C:83]([OH:85])([C:82]([F:87])([F:86])[F:81])=[O:84], predict the reactants needed to synthesize it. (5) Given the product [F:14][C:15]([F:20])([F:19])[C:16]([N:18]=[S:2]([CH3:1])([CH2:4][C:5]1[CH:10]=[CH:9][CH:8]=[C:7]([N+:11]([O-:13])=[O:12])[CH:6]=1)=[O:3])=[O:17], predict the reactants needed to synthesize it. The reactants are: [CH3:1][S:2]([CH2:4][C:5]1[CH:10]=[CH:9][CH:8]=[C:7]([N+:11]([O-:13])=[O:12])[CH:6]=1)=[O:3].[F:14][C:15]([F:20])([F:19])[C:16]([NH2:18])=[O:17].[O-2].[Mg+2].C(O)(=O)C.C(O)(=O)C.IC1C=CC=CC=1. (6) Given the product [CH3:15][C:2]([CH3:1])([O:10][CH2:11][C:12]([N:20]1[CH2:21][CH2:22][CH:17]([OH:16])[CH2:18][CH2:19]1)=[O:14])[CH2:3][C:4]1[CH:5]=[CH:6][CH:7]=[CH:8][CH:9]=1, predict the reactants needed to synthesize it. The reactants are: [CH3:1][C:2]([CH3:15])([O:10][CH2:11][C:12]([OH:14])=O)[CH2:3][C:4]1[CH:9]=[CH:8][CH:7]=[CH:6][CH:5]=1.[OH:16][CH:17]1[CH2:22][CH2:21][NH:20][CH2:19][CH2:18]1.CN(C(ON1N=NC2C=CC=NC1=2)=[N+](C)C)C.F[P-](F)(F)(F)(F)F.Cl. (7) The reactants are: [CH2:1]([O:8][C:9](=[O:33])[C:10]1[C:15]([F:16])=[C:14]([F:17])[C:13]([N:18]2[CH2:22][CH2:21][C@H:20]([NH:23][C:24]([O:26][C:27]([CH3:30])([CH3:29])[CH3:28])=[O:25])[CH2:19]2)=[C:12]([F:31])[C:11]=1F)[C:2]1[CH:7]=[CH:6][CH:5]=[CH:4][CH:3]=1.[CH:34]1([NH2:37])[CH2:36][CH2:35]1. Given the product [CH2:1]([O:8][C:9](=[O:33])[C:10]1[C:15]([F:16])=[C:14]([F:17])[C:13]([N:18]2[CH2:22][CH2:21][C@H:20]([NH:23][C:24]([O:26][C:27]([CH3:30])([CH3:28])[CH3:29])=[O:25])[CH2:19]2)=[C:12]([F:31])[C:11]=1[NH:37][CH:34]1[CH2:36][CH2:35]1)[C:2]1[CH:7]=[CH:6][CH:5]=[CH:4][CH:3]=1, predict the reactants needed to synthesize it.